This data is from Forward reaction prediction with 1.9M reactions from USPTO patents (1976-2016). The task is: Predict the product of the given reaction. (1) Given the reactants Cl[C:2]1[CH:7]=[C:6]([CH3:8])[N:5]=[C:4]([C:9]2[CH:14]=[CH:13][CH:12]=[CH:11][N:10]=2)[N:3]=1.[CH3:15][O:16][C:17]1[C:23]([O:24][CH3:25])=[CH:22][CH:21]=[CH:20][C:18]=1[NH2:19], predict the reaction product. The product is: [CH3:15][O:16][C:17]1[C:23]([O:24][CH3:25])=[CH:22][CH:21]=[CH:20][C:18]=1[NH:19][C:2]1[CH:7]=[C:6]([CH3:8])[N:5]=[C:4]([C:9]2[CH:14]=[CH:13][CH:12]=[CH:11][N:10]=2)[N:3]=1. (2) Given the reactants [N+:1]([C:4]1[CH:5]=[C:6]([CH:16]=[CH:17][C:18]=1[CH3:19])[C:7]([NH:9][C:10]1[CH:15]=[CH:14][CH:13]=[CH:12][CH:11]=1)=[O:8])([O-])=O.[H][H], predict the reaction product. The product is: [NH2:1][C:4]1[CH:5]=[C:6]([CH:16]=[CH:17][C:18]=1[CH3:19])[C:7]([NH:9][C:10]1[CH:15]=[CH:14][CH:13]=[CH:12][CH:11]=1)=[O:8]. (3) Given the reactants [CH2:1]([C:21]1[CH:25]=[C:24]([C:26]([CH3:32])([CH3:31])[C:27]([CH3:30])(O)[CH3:28])[N:23]([C:33]2[CH:38]=[CH:37][CH:36]=[CH:35][CH:34]=2)[N:22]=1)[CH2:2][C:3]1[CH:7]=[C:6]([C:8]([CH3:14])([CH3:13])[C:9]([CH3:12])(O)[CH3:10])[N:5]([C:15]2[CH:20]=[CH:19][CH:18]=[CH:17][CH:16]=2)[N:4]=1.[Cl-].[Cl-].[Cl-].[Al+3], predict the reaction product. The product is: [CH3:14][C:8]1([CH3:13])[C:9]([CH3:12])([CH3:10])[C:16]2[C:15](=[CH:20][CH:19]=[CH:18][CH:17]=2)[N:5]2[N:4]=[C:3]([CH2:2][CH2:1][C:21]3[CH:25]=[C:24]4[C:26]([CH3:32])([CH3:31])[C:27]([CH3:28])([CH3:30])[C:34]5[C:33]([N:23]4[N:22]=3)=[CH:38][CH:37]=[CH:36][CH:35]=5)[CH:7]=[C:6]12. (4) Given the reactants Cl[S:2]([N:5]=[C:6]=[O:7])(=[O:4])=[O:3].[C:8]([OH:12])([CH3:11])([CH3:10])[CH3:9].[CH3:13][O:14][C:15](=[O:39])[CH2:16][NH:17][C:18]1[CH:19]=[C:20]2[C:25](=[CH:26][C:27]=1[O:28][CH2:29][C:30]1[CH:35]=[CH:34][CH:33]=[CH:32][CH:31]=1)[O:24][C:23](=[O:36])[C:22]([O:37][CH3:38])=[CH:21]2.C(N(CC)CC)C, predict the reaction product. The product is: [CH3:13][O:14][C:15](=[O:39])[CH2:16][N:17]([S:2](=[O:4])(=[O:3])[NH:5][C:6]([O:12][C:8]([CH3:11])([CH3:10])[CH3:9])=[O:7])[C:18]1[CH:19]=[C:20]2[C:25](=[CH:26][C:27]=1[O:28][CH2:29][C:30]1[CH:35]=[CH:34][CH:33]=[CH:32][CH:31]=1)[O:24][C:23](=[O:36])[C:22]([O:37][CH3:38])=[CH:21]2. (5) Given the reactants [CH2:1]([N:3]([CH2:21][CH3:22])[CH2:4][CH2:5][O:6][C:7]1[CH:17]=[CH:16][C:15]([N+:18]([O-])=O)=[CH:14][C:8]=1[C:9]([O:11][CH2:12][CH3:13])=[O:10])[CH3:2].ClCCl.CO.N, predict the reaction product. The product is: [NH2:18][C:15]1[CH:16]=[CH:17][C:7]([O:6][CH2:5][CH2:4][N:3]([CH2:21][CH3:22])[CH2:1][CH3:2])=[C:8]([CH:14]=1)[C:9]([O:11][CH2:12][CH3:13])=[O:10].